This data is from Forward reaction prediction with 1.9M reactions from USPTO patents (1976-2016). The task is: Predict the product of the given reaction. (1) Given the reactants CO[C:3]([C:5]1[S:9][N:8]=[C:7]([O:10][CH2:11][C:12]2[C:13]([C:18]3[CH:23]=[CH:22][CH:21]=[CH:20][N:19]=3)=[N:14][O:15][C:16]=2[CH3:17])[CH:6]=1)=[O:4].[CH2:24]([CH2:26][NH2:27])[OH:25], predict the reaction product. The product is: [CH:13]([NH2:14])([CH3:18])[CH3:12].[OH:25][CH2:24][CH2:26][NH:27][C:3]([C:5]1[S:9][N:8]=[C:7]([O:10][CH2:11][C:12]2[C:13]([C:18]3[CH:23]=[CH:22][CH:21]=[CH:20][N:19]=3)=[N:14][O:15][C:16]=2[CH3:17])[CH:6]=1)=[O:4]. (2) Given the reactants [F:1][C:2]1[CH:8]=[CH:7][C:5]([NH2:6])=[C:4](I)[CH:3]=1.O=[C:11]1[CH2:15][CH2:14][CH2:13][CH:12]1[CH2:16][C:17]([O:19][CH2:20][CH3:21])=[O:18].C1(C)C=CC(S(O)(=O)=O)=CC=1, predict the reaction product. The product is: [CH2:20]([O:19][C:17](=[O:18])[CH2:16][CH:12]1[C:11]2[NH:6][C:5]3[CH:7]=[CH:8][C:2]([F:1])=[CH:3][C:4]=3[C:15]=2[CH2:14][CH2:13]1)[CH3:21]. (3) Given the reactants CS([C:5]1[N:10]=[C:9]([N:11]2[C:16]3=[N:17][C:18]([C:25]4[CH:30]=[CH:29][CH:28]=[CH:27][CH:26]=4)=[C:19]([N+:22]([O-:24])=[O:23])[C:20](=[O:21])[N:15]3[CH2:14][CH2:13][CH2:12]2)[CH:8]=[CH:7][N:6]=1)(=O)=O.[CH2:31]([NH2:39])[CH2:32][C:33]1[CH:38]=[CH:37][CH:36]=[CH:35][CH:34]=1, predict the reaction product. The product is: [N+:22]([C:19]1[C:20](=[O:21])[N:15]2[CH2:14][CH2:13][CH2:12][N:11]([C:9]3[CH:8]=[CH:7][N:6]=[C:5]([NH:39][CH2:31][CH2:32][C:33]4[CH:38]=[CH:37][CH:36]=[CH:35][CH:34]=4)[N:10]=3)[C:16]2=[N:17][C:18]=1[C:25]1[CH:30]=[CH:29][CH:28]=[CH:27][CH:26]=1)([O-:24])=[O:23]. (4) Given the reactants Cl[C:2]1[N:3]=[C:4]([N:11]2[CH2:15][CH2:14][CH2:13][CH2:12]2)[C:5]2[CH:10]=[CH:9][NH:8][C:6]=2[N:7]=1.[NH2:16][C:17]1[CH:22]=[CH:21][C:20]([N:23]2[CH2:28][CH2:27][N:26]([C:29](=[O:31])[CH3:30])[CH2:25][CH2:24]2)=[CH:19][CH:18]=1.C[Si](Cl)(C)C, predict the reaction product. The product is: [N:23]1([C:20]2[CH:19]=[CH:18][C:17]([NH:16][C:2]3[N:3]=[C:4]([N:11]4[CH2:15][CH2:14][CH2:13][CH2:12]4)[C:5]4[CH:10]=[CH:9][NH:8][C:6]=4[N:7]=3)=[CH:22][CH:21]=2)[CH2:24][CH2:25][NH:26][CH2:27][CH2:28]1.[N:11]1([C:4]2[C:5]3[CH:10]=[CH:9][NH:8][C:6]=3[N:7]=[C:2]([NH:16][C:17]3[CH:18]=[CH:19][C:20]([N:23]4[CH2:24][CH2:25][N:26]([C:29](=[O:31])[CH3:30])[CH2:27][CH2:28]4)=[CH:21][CH:22]=3)[N:3]=2)[CH2:15][CH2:14][CH2:13][CH2:12]1. (5) Given the reactants [H-].[Na+].[C:3](#[N:7])[CH2:4][C:5]#[N:6].[C:8]1([CH2:14][C:15](Cl)=[O:16])[CH:13]=[CH:12][CH:11]=[CH:10][CH:9]=1.O, predict the reaction product. The product is: [OH:16][C:15](=[C:4]([C:3]#[N:7])[C:5]#[N:6])[CH2:14][C:8]1[CH:13]=[CH:12][CH:11]=[CH:10][CH:9]=1. (6) Given the reactants [Cl:1][C:2]1[CH:7]=[CH:6][C:5](/[CH:8]=[CH:9]/[C:10]([OH:12])=O)=[C:4]([CH2:13][N:14]2[N:18]=[N:17][C:16]([CH3:19])=[N:15]2)[CH:3]=1.[CH:20]([C:23]1[N:27]=[C:26]([CH:28]2[CH2:33][CH2:32][CH2:31][CH2:30][NH:29]2)[O:25][N:24]=1)([CH3:22])[CH3:21].CCN(C(C)C)C(C)C.C(P1(=O)OP(CCC)(=O)OP(CCC)(=O)O1)CC, predict the reaction product. The product is: [Cl:1][C:2]1[CH:7]=[CH:6][C:5](/[CH:8]=[CH:9]/[C:10]([N:29]2[CH2:30][CH2:31][CH2:32][CH2:33][CH:28]2[C:26]2[O:25][N:24]=[C:23]([CH:20]([CH3:22])[CH3:21])[N:27]=2)=[O:12])=[C:4]([CH2:13][N:14]2[N:18]=[N:17][C:16]([CH3:19])=[N:15]2)[CH:3]=1. (7) Given the reactants [CH3:1][S:2]([NH:5][C:6]1[CH:11]=[CH:10][C:9]([CH2:12][CH2:13][NH:14]C(=O)OC(C)(C)C)=[CH:8][CH:7]=1)(=[O:4])=[O:3].FC(F)(F)C(O)=O, predict the reaction product. The product is: [NH2:14][CH2:13][CH2:12][C:9]1[CH:8]=[CH:7][C:6]([NH:5][S:2]([CH3:1])(=[O:4])=[O:3])=[CH:11][CH:10]=1.